Dataset: Full USPTO retrosynthesis dataset with 1.9M reactions from patents (1976-2016). Task: Predict the reactants needed to synthesize the given product. (1) Given the product [F:31][C:11]1[CH:12]=[C:13]([O:17][C@H:18]2[CH2:22][C@H:21]([O:23][CH3:24])[CH2:20][C@@H:19]2[C:25]2[N:29]([CH3:30])[N:28]=[CH:27][CH:26]=2)[C:14]([F:16])=[CH:15][C:10]=1[S:7]([NH:6][C:32]1[CH:37]=[CH:36][N:35]=[CH:34][N:33]=1)(=[O:8])=[O:9], predict the reactants needed to synthesize it. The reactants are: COC1C=C(OC)C=CC=1C[N:6]([C:32]1[CH:37]=[CH:36][N:35]=[CH:34][N:33]=1)[S:7]([C:10]1[CH:15]=[C:14]([F:16])[C:13]([O:17][C@H:18]2[CH2:22][C@H:21]([O:23][CH3:24])[CH2:20][C@@H:19]2[C:25]2[N:29]([CH3:30])[N:28]=[CH:27][CH:26]=2)=[CH:12][C:11]=1[F:31])(=[O:9])=[O:8].C([SiH](CC)CC)C.FC(F)(F)C(O)=O. (2) Given the product [N:1]1([C:6]2[CH:11]=[C:10]([C:12]([N:14]3[CH2:19][CH2:18][CH2:17][CH:16]([C:20]4[CH:21]=[CH:22][C:23]([CH3:26])=[CH:24][CH:25]=4)[CH2:15]3)=[O:13])[CH:9]=[CH:8][N:7]=2)[CH2:4][CH2:3][CH2:2]1, predict the reactants needed to synthesize it. The reactants are: [NH:1]1[CH2:4][CH2:3][CH2:2]1.F[C:6]1[CH:11]=[C:10]([C:12]([N:14]2[CH2:19][CH2:18][CH2:17][CH:16]([C:20]3[CH:25]=[CH:24][C:23]([CH3:26])=[CH:22][CH:21]=3)[CH2:15]2)=[O:13])[CH:9]=[CH:8][N:7]=1.